The task is: Regression. Given a peptide amino acid sequence and an MHC pseudo amino acid sequence, predict their binding affinity value. This is MHC class II binding data.. This data is from Peptide-MHC class II binding affinity with 134,281 pairs from IEDB. (1) The peptide sequence is EKKTFAATQFEPLAA. The MHC is HLA-DPA10103-DPB10401 with pseudo-sequence HLA-DPA10103-DPB10401. The binding affinity (normalized) is 1.00. (2) The peptide sequence is VKDKYMWCYSQVNKR. The MHC is DRB1_0401 with pseudo-sequence DRB1_0401. The binding affinity (normalized) is 0.809. (3) The peptide sequence is RPGPSRGVQGFIFFF. The MHC is DRB5_0101 with pseudo-sequence DRB5_0101. The binding affinity (normalized) is 0. (4) The peptide sequence is SQDLELSWNLFGLQAY. The MHC is HLA-DQA10301-DQB10302 with pseudo-sequence HLA-DQA10301-DQB10302. The binding affinity (normalized) is 0.514. (5) The peptide sequence is RTEIDKPSQHHHHHH. The MHC is DRB1_1602 with pseudo-sequence DRB1_1602. The binding affinity (normalized) is 0.114.